This data is from Experimentally validated miRNA-target interactions with 360,000+ pairs, plus equal number of negative samples. The task is: Binary Classification. Given a miRNA mature sequence and a target amino acid sequence, predict their likelihood of interaction. (1) The miRNA is hsa-miR-5003-3p with sequence UACUUUUCUAGGUUGUUGGGG. Result: 1 (interaction). The protein sequence of the target gene is MRPLDIVELAEPEEVEVLEPEEDFEQFLLPVINEMREDIASLTREHGRAYLRNRSKLWEMDNMLIQIKTQVEASEESALNHLQNPGDAAEGRAAKRCEKAEEKAKEIAKMAEMLVELVRRIEKSESS. (2) The miRNA is hsa-miR-15b-5p with sequence UAGCAGCACAUCAUGGUUUACA. The protein sequence of the target gene is MVNEARGNSSLNPCLEGSASSGSESSKDSSRCSTPGLDPERHERLREKMRRRLESGDKWFSLEFFPPRTAEGAVNLISRFDRMAAGGPLYIDVTWHPAGDPGSDKETSSMMIASTAVNYCGLETILHMTCCRQRLEEITGHLHKAKQLGLKNIMALRGDPIGDQWEEEEGGFNYAVDLVKHIRSEFGDYFDICVAGYPKGHPEAGSFEADLKHLKEKVSAGADFIITQLFFEADTFFRFVKACTDMGITCPIVPGIFPIQGYHSLRQLVKLSKLEVPQEIKDVIEPIKDNDAAIRNYGIE.... Result: 1 (interaction).